This data is from Peptide-MHC class I binding affinity with 185,985 pairs from IEDB/IMGT. The task is: Regression. Given a peptide amino acid sequence and an MHC pseudo amino acid sequence, predict their binding affinity value. This is MHC class I binding data. (1) The peptide sequence is LADQLIHLHY. The MHC is HLA-A26:01 with pseudo-sequence HLA-A26:01. The binding affinity (normalized) is 0. (2) The peptide sequence is RYSNFAWYF. The MHC is HLA-B15:09 with pseudo-sequence HLA-B15:09. The binding affinity (normalized) is 0.0847. (3) The peptide sequence is SRLGIVVLR. The MHC is HLA-B57:01 with pseudo-sequence HLA-B57:01. The binding affinity (normalized) is 0.0847. (4) The peptide sequence is RPSTKNFFEL. The MHC is HLA-B54:01 with pseudo-sequence HLA-B54:01. The binding affinity (normalized) is 0.